From a dataset of Full USPTO retrosynthesis dataset with 1.9M reactions from patents (1976-2016). Predict the reactants needed to synthesize the given product. Given the product [CH2:5]([C@@H:13]1[C@@:12]2([CH3:11])[C:18]([CH2:19][CH2:20][C@@H:21]3[C@@H:22]2[CH2:23][CH2:24][C@@:25]2([CH3:35])[C@H:26]3[CH2:27][CH2:28][C:29]2=[O:34])=[CH:17][C:15](=[O:16])[CH2:14]1)[CH2:6][CH2:7][CH2:8][CH2:9][CH3:10], predict the reactants needed to synthesize it. The reactants are: P(N)([O-])[O-].[CH2:5]=[CH:6][CH2:7][CH2:8][CH2:9][CH3:10].[CH3:11][C@@:12]12[C@H:22]3[CH2:23][CH2:24][C@:25]4([CH3:35])[C@@:29]5([O:34]C(=O)CC5)[CH2:28][CH2:27][C@H:26]4[C@@H:21]3[CH:20]=[CH:19][C:18]1=[CH:17][C:15](=[O:16])[CH2:14][CH2:13]2.C[Si](Cl)(C)C.